Dataset: Full USPTO retrosynthesis dataset with 1.9M reactions from patents (1976-2016). Task: Predict the reactants needed to synthesize the given product. Given the product [CH2:1]([O:3][C:4]([C:6]1[C:10]2[C:9](=[CH:12][CH:13]=[CH:14][CH:15]=2)[N:8]([C:19]2[CH:24]=[CH:23][CH:22]=[CH:21][CH:20]=2)[C:7]=1[CH2:25][Br:26])=[O:5])[CH3:2], predict the reactants needed to synthesize it. The reactants are: [CH2:1]([O:3][C:4]([C:6]1[C:10](Br)=[C:9]([C:12]2C=C[C:15](F)=[CH:14][CH:13]=2)[N:8]([C:19]2[CH:24]=[CH:23][CH:22]=[CH:21][CH:20]=2)[C:7]=1[CH2:25][Br:26])=[O:5])[CH3:2].C(OC(C1C2C(=CC=CC=2)N(C2C=CC=CC=2)C=1C)=O)C.